This data is from NCI-60 drug combinations with 297,098 pairs across 59 cell lines. The task is: Regression. Given two drug SMILES strings and cell line genomic features, predict the synergy score measuring deviation from expected non-interaction effect. (1) Drug 1: CC1OCC2C(O1)C(C(C(O2)OC3C4COC(=O)C4C(C5=CC6=C(C=C35)OCO6)C7=CC(=C(C(=C7)OC)O)OC)O)O. Drug 2: C1C(C(OC1N2C=NC3=C(N=C(N=C32)Cl)N)CO)O. Cell line: A549. Synergy scores: CSS=33.7, Synergy_ZIP=-1.58, Synergy_Bliss=-1.92, Synergy_Loewe=-5.53, Synergy_HSA=-3.61. (2) Drug 1: C1=CC(=CC=C1C#N)C(C2=CC=C(C=C2)C#N)N3C=NC=N3. Drug 2: CC1=C(C(=CC=C1)Cl)NC(=O)C2=CN=C(S2)NC3=CC(=NC(=N3)C)N4CCN(CC4)CCO. Cell line: UO-31. Synergy scores: CSS=-0.131, Synergy_ZIP=1.80, Synergy_Bliss=2.30, Synergy_Loewe=-7.38, Synergy_HSA=-4.79. (3) Drug 2: C(=O)(N)NO. Drug 1: CCC1=C2CN3C(=CC4=C(C3=O)COC(=O)C4(CC)O)C2=NC5=C1C=C(C=C5)O. Cell line: NCI/ADR-RES. Synergy scores: CSS=12.6, Synergy_ZIP=-1.32, Synergy_Bliss=4.86, Synergy_Loewe=-6.11, Synergy_HSA=4.32. (4) Drug 1: CC12CCC(CC1=CCC3C2CCC4(C3CC=C4C5=CN=CC=C5)C)O. Drug 2: CC(CN1CC(=O)NC(=O)C1)N2CC(=O)NC(=O)C2. Cell line: HCT-15. Synergy scores: CSS=33.9, Synergy_ZIP=8.24, Synergy_Bliss=11.8, Synergy_Loewe=10.1, Synergy_HSA=11.6. (5) Drug 1: CC1C(C(CC(O1)OC2CC(CC3=C2C(=C4C(=C3O)C(=O)C5=C(C4=O)C(=CC=C5)OC)O)(C(=O)CO)O)N)O.Cl. Drug 2: C1=CC(=C2C(=C1NCCNCCO)C(=O)C3=C(C=CC(=C3C2=O)O)O)NCCNCCO. Cell line: NCI/ADR-RES. Synergy scores: CSS=2.42, Synergy_ZIP=-0.277, Synergy_Bliss=3.29, Synergy_Loewe=-3.15, Synergy_HSA=-1.03. (6) Drug 1: CS(=O)(=O)C1=CC(=C(C=C1)C(=O)NC2=CC(=C(C=C2)Cl)C3=CC=CC=N3)Cl. Drug 2: C1CN1P(=S)(N2CC2)N3CC3. Cell line: K-562. Synergy scores: CSS=11.1, Synergy_ZIP=-9.35, Synergy_Bliss=-12.5, Synergy_Loewe=-10.7, Synergy_HSA=-10.4. (7) Drug 1: CS(=O)(=O)C1=CC(=C(C=C1)C(=O)NC2=CC(=C(C=C2)Cl)C3=CC=CC=N3)Cl. Synergy scores: CSS=37.0, Synergy_ZIP=8.42, Synergy_Bliss=11.9, Synergy_Loewe=-34.3, Synergy_HSA=9.12. Cell line: M14. Drug 2: CC1=C2C(C(=O)C3(C(CC4C(C3C(C(C2(C)C)(CC1OC(=O)C(C(C5=CC=CC=C5)NC(=O)OC(C)(C)C)O)O)OC(=O)C6=CC=CC=C6)(CO4)OC(=O)C)O)C)O. (8) Drug 1: C1C(C(OC1N2C=NC3=C(N=C(N=C32)Cl)N)CO)O. Drug 2: CN(C(=O)NC(C=O)C(C(C(CO)O)O)O)N=O. Cell line: HCC-2998. Synergy scores: CSS=38.7, Synergy_ZIP=-0.635, Synergy_Bliss=-5.63, Synergy_Loewe=-45.9, Synergy_HSA=-8.39. (9) Cell line: CAKI-1. Synergy scores: CSS=-2.31, Synergy_ZIP=-1.68, Synergy_Bliss=-5.32, Synergy_Loewe=-2.72, Synergy_HSA=-4.01. Drug 2: CN(C(=O)NC(C=O)C(C(C(CO)O)O)O)N=O. Drug 1: CN(C)C1=NC(=NC(=N1)N(C)C)N(C)C.